The task is: Predict the product of the given reaction.. This data is from Forward reaction prediction with 1.9M reactions from USPTO patents (1976-2016). (1) The product is: [CH3:14][CH:15]([CH3:25])[CH2:16][CH2:17][CH2:18][CH2:19][CH2:20][CH2:21][C:22]([O:13][CH2:12][CH2:11][CH2:10][C:5]1[CH:6]=[CH:7][C:8]([OH:9])=[C:3]([O:2][CH3:1])[CH:4]=1)=[O:23]. Given the reactants [CH3:1][O:2][C:3]1[CH:4]=[C:5]([CH2:10][CH2:11][CH2:12][OH:13])[CH:6]=[CH:7][C:8]=1[OH:9].[CH3:14][CH:15]([CH3:25])[CH2:16][CH2:17][CH2:18][CH2:19][CH2:20][CH2:21][C:22](O)=[O:23], predict the reaction product. (2) Given the reactants [OH:1][C:2]1[CH:7]=[CH:6][C:5]([CH2:8][C@H:9]([O:15][CH2:16][CH3:17])[C:10]([O:12][CH2:13][CH3:14])=[O:11])=[CH:4][CH:3]=1.C([O-])([O-])=O.[K+].[K+].[Br:24][CH2:25][CH2:26]Br, predict the reaction product. The product is: [Br:24][CH2:25][CH2:26][O:1][C:2]1[CH:3]=[CH:4][C:5]([CH2:8][C@H:9]([O:15][CH2:16][CH3:17])[C:10]([O:12][CH2:13][CH3:14])=[O:11])=[CH:6][CH:7]=1. (3) Given the reactants [Si:1]([O:8][CH2:9][C:10]1[CH:11]=[C:12]2[C:17](=[N:18][C:19]=1[CH:20]([O:23][CH3:24])[O:21][CH3:22])[N:16]([C:25]([O:27]C1C=CC=CC=1)=O)[CH2:15][CH2:14][CH2:13]2)([C:4]([CH3:7])([CH3:6])[CH3:5])([CH3:3])[CH3:2].[F:34][C:35]1[CH:36]=[CH:37][C:38]([NH2:41])=[N:39][CH:40]=1, predict the reaction product. The product is: [Si:1]([O:8][CH2:9][C:10]1[CH:11]=[C:12]2[C:17](=[N:18][C:19]=1[CH:20]([O:23][CH3:24])[O:21][CH3:22])[N:16]([C:25]([NH:41][C:38]1[CH:37]=[CH:36][C:35]([F:34])=[CH:40][N:39]=1)=[O:27])[CH2:15][CH2:14][CH2:13]2)([C:4]([CH3:7])([CH3:5])[CH3:6])([CH3:3])[CH3:2]. (4) Given the reactants Cl[CH2:2][C:3]1[CH:7]=[C:6]([C:8]2[CH:13]=[CH:12][CH:11]=[CH:10][CH:9]=2)[O:5][N:4]=1.[OH:14][C:15]1[CH:36]=[CH:35][C:18]([CH2:19][O:20]/[N:21]=[C:22](/[C:29]2[CH:34]=[CH:33][CH:32]=[CH:31][CH:30]=2)\[CH2:23][CH2:24][C:25]([O:27][CH3:28])=[O:26])=[CH:17][CH:16]=1.C(=O)([O-])[O-].[K+].[K+].CN(C)C=O, predict the reaction product. The product is: [C:29]1(/[C:22](=[N:21]/[O:20][CH2:19][C:18]2[CH:35]=[CH:36][C:15]([O:14][CH2:2][C:3]3[CH:7]=[C:6]([C:8]4[CH:13]=[CH:12][CH:11]=[CH:10][CH:9]=4)[O:5][N:4]=3)=[CH:16][CH:17]=2)/[CH2:23][CH2:24][C:25]([O:27][CH3:28])=[O:26])[CH:30]=[CH:31][CH:32]=[CH:33][CH:34]=1. (5) Given the reactants CN(C(ON1N=NC2C=CC=NC1=2)=[N+](C)C)C.F[P-](F)(F)(F)(F)F.[Br:25][C:26]1[CH:31]=[CH:30][C:29]([C:32](=[O:50])[CH2:33][NH:34][C:35]([CH2:37][NH:38][CH2:39][C:40]([NH:42][CH:43]([CH:47]([CH3:49])[CH3:48])[C:44](O)=[O:45])=[O:41])=[O:36])=[CH:28][CH:27]=1.CN1CCOCC1, predict the reaction product. The product is: [Br:25][C:26]1[CH:31]=[CH:30][C:29]([C:32](=[O:50])[CH2:33][NH:34][C:35](=[O:36])[CH2:37][N:38]2[CH2:39][C:40](=[O:41])[NH:42][CH:43]([CH:47]([CH3:49])[CH3:48])[C:44]2=[O:45])=[CH:28][CH:27]=1. (6) Given the reactants [CH3:1][O:2][C:3](=[O:12])[CH:4]([CH3:11])[CH2:5][CH2:6][CH2:7][C:8](=[O:10])[CH3:9].CC(OC)(C)C.[OH-].[Na+].CC(CC(C)=O)C, predict the reaction product. The product is: [CH3:1][O:2][C:3](=[O:12])[C@@H:4]([CH3:11])[CH2:5][CH2:6][CH2:7][C:8](=[O:10])[CH3:9].